From a dataset of Reaction yield outcomes from USPTO patents with 853,638 reactions. Predict the reaction yield, written as a fraction of the theoretical maximum amount of product (1.0 means a 100% yield; for example, 0.34 means a 34% yield). The product is [CH3:21][O:22][C:23](=[O:42])[CH2:24][CH2:25][C:26]1[CH:31]=[CH:30][C:29]([O:32][CH2:33][CH2:34][C@@H:35]([O:15][C:12]2[CH:13]=[CH:14][C:9]([CH2:7][CH3:8])=[CH:10][C:11]=2[C:16]2[S:17][CH:18]=[CH:19][CH:20]=2)[CH3:36])=[CH:28][C:27]=1[CH3:1]. The yield is 0.530. The reactants are [C:1](=O)([O-])[O-].[Cs+].[Cs+].[CH2:7]([C:9]1[CH:14]=[CH:13][C:12]([OH:15])=[C:11]([C:16]2[S:17][CH:18]=[CH:19][CH:20]=2)[CH:10]=1)[CH3:8].[CH3:21][O:22][C:23](=[O:42])[CH2:24][CH2:25][C:26]1[CH:31]=[CH:30][C:29]([O:32][CH2:33][CH2:34][C@@H:35](OS(C)(=O)=O)[CH3:36])=[CH:28][CH:27]=1. The catalyst is CN(C=O)C.